From a dataset of Peptide-MHC class I binding affinity with 185,985 pairs from IEDB/IMGT. Regression. Given a peptide amino acid sequence and an MHC pseudo amino acid sequence, predict their binding affinity value. This is MHC class I binding data. (1) The peptide sequence is SWPWQIEYIHF. The MHC is Mamu-B17 with pseudo-sequence Mamu-B17. The binding affinity (normalized) is 0. (2) The peptide sequence is VSPLAVTWW. The MHC is HLA-B27:05 with pseudo-sequence HLA-B27:05. The binding affinity (normalized) is 0.530. (3) The MHC is HLA-A02:03 with pseudo-sequence HLA-A02:03. The peptide sequence is YLYTEYFLFL. The binding affinity (normalized) is 0.987.